From a dataset of Full USPTO retrosynthesis dataset with 1.9M reactions from patents (1976-2016). Predict the reactants needed to synthesize the given product. Given the product [F:1][C:2]1[CH:7]=[CH:6][C:5]([C:8](=[N:17][NH:16][CH3:15])[CH2:9][S:10]([CH3:13])(=[O:12])=[O:11])=[CH:4][CH:3]=1, predict the reactants needed to synthesize it. The reactants are: [F:1][C:2]1[CH:7]=[CH:6][C:5]([C:8](=O)[CH2:9][S:10]([CH3:13])(=[O:12])=[O:11])=[CH:4][CH:3]=1.[CH3:15][NH:16][NH2:17].